Dataset: Forward reaction prediction with 1.9M reactions from USPTO patents (1976-2016). Task: Predict the product of the given reaction. (1) Given the reactants [F:1][C:2]([F:26])([F:25])[CH2:3][NH:4][C:5]([C:7]1([CH2:20][CH2:21][CH2:22][CH2:23]Br)[C:19]2[CH:18]=[CH:17][CH:16]=[CH:15][C:14]=2[C:13]2[C:8]1=[CH:9][CH:10]=[CH:11][CH:12]=2)=[O:6].[CH3:27][C@H:28]1[NH:33][C@@H:32]([CH3:34])[CH2:31][N:30]([C:35]2[N:44]=[CH:43][C:42]3[C:37](=[CH:38][CH:39]=[CH:40][CH:41]=3)[N:36]=2)[CH2:29]1, predict the reaction product. The product is: [F:1][C:2]([F:26])([F:25])[CH2:3][NH:4][C:5]([C:7]1([CH2:20][CH2:21][CH2:22][CH2:23][N:33]2[C@H:32]([CH3:34])[CH2:31][N:30]([C:35]3[N:44]=[CH:43][C:42]4[C:37](=[CH:38][CH:39]=[CH:40][CH:41]=4)[N:36]=3)[CH2:29][C@@H:28]2[CH3:27])[C:19]2[CH:18]=[CH:17][CH:16]=[CH:15][C:14]=2[C:13]2[C:8]1=[CH:9][CH:10]=[CH:11][CH:12]=2)=[O:6]. (2) Given the reactants [C-]#N.NO.OC[C:7]1[CH:15]=[CH:14][CH:13]=[CH:12][C:8]=1[C:9](N)=O.C[C:17]([NH:19]CCCCCCNC(C)=O)=O.C1CCC(N=C=NC2CCCCC2)CC1.N1CCCCC1.CN([CH:54]=[O:55])C.C[O:57]C1C=CC(S(Cl)(=O)=O)=CC=1, predict the reaction product. The product is: [NH2:19][CH:17]([C:54]([OH:55])=[O:57])[CH2:9][C:8]1[CH:7]=[CH:15][CH:14]=[CH:13][CH:12]=1. (3) Given the reactants [CH2:1]([O:3][C:4]([C:6]1([C:9]2[CH:14]=[CH:13][C:12]([C:15]3[CH:20]=[CH:19][C:18]([C:21]4[O:25][N:24]=[C:23]([CH3:26])[C:22]=4[CH2:27][CH2:28][C:29]([OH:31])=O)=[CH:17][CH:16]=3)=[CH:11][CH:10]=2)[CH2:8][CH2:7]1)=[O:5])[CH3:2].[NH:32]1[CH2:36][CH2:35][CH2:34][CH2:33]1, predict the reaction product. The product is: [CH2:1]([O:3][C:4]([C:6]1([C:9]2[CH:14]=[CH:13][C:12]([C:15]3[CH:20]=[CH:19][C:18]([C:21]4[O:25][N:24]=[C:23]([CH3:26])[C:22]=4[CH2:27][CH2:28][C:29](=[O:31])[N:32]4[CH2:36][CH2:35][CH2:34][CH2:33]4)=[CH:17][CH:16]=3)=[CH:11][CH:10]=2)[CH2:7][CH2:8]1)=[O:5])[CH3:2]. (4) The product is: [ClH:28].[ClH:28].[N:1]1[CH:6]=[CH:5][CH:4]=[CH:3][C:2]=1[N:7]1[CH2:8][CH2:9][CH:10]([NH2:13])[CH2:11][CH2:12]1. Given the reactants [N:1]1[CH:6]=[CH:5][CH:4]=[CH:3][C:2]=1[N:7]1[CH2:12][CH2:11][CH:10]([NH:13]C(=O)OC(C)(C)C)[CH2:9][CH2:8]1.C1COCC1.CO.[ClH:28], predict the reaction product. (5) The product is: [CH3:1][O:2][C:3]1[CH:4]=[C:5]([N+:11]([O-:13])=[O:12])[C:6]([NH:7][CH2:8][C:3]([O:2][CH3:1])=[O:29])=[N:7][C:8]=1[CH3:9]. Given the reactants [CH3:1][O:2][C:3]1[CH:4]=[C:5]([N+:11]([O-:13])=[O:12])[C:6](O)=[N:7][C:8]=1[CH3:9].FC(F)(F)S(OS(C(F)(F)F)(=O)=O)(=O)=O.[OH2:29], predict the reaction product. (6) Given the reactants CN(OC)[C:3](=[O:17])[CH2:4][C:5]([C:8]1[C:16]2[O:15][CH2:14][CH2:13][C:12]=2[CH:11]=[CH:10][CH:9]=1)([CH3:7])[CH3:6].CC(C[AlH]CC(C)C)C.S(=O)(=O)(O)O.C(OCC)(=O)C, predict the reaction product. The product is: [O:15]1[C:16]2[C:8]([C:5]([CH3:7])([CH3:6])[CH2:4][CH:3]=[O:17])=[CH:9][CH:10]=[CH:11][C:12]=2[CH2:13][CH2:14]1. (7) Given the reactants [Cl:1][C:2]1[C:7]([N:8]=[C:9]=[S:10])=[CH:6][CH:5]=[C:4]([CH3:11])[N:3]=1.[F:12][C:13]1[CH:26]=[CH:25][CH:24]=[C:23]([F:27])[C:14]=1[O:15][C:16]1[CH:21]=[CH:20][N:19]=[C:18]([NH2:22])[CH:17]=1, predict the reaction product. The product is: [ClH:1].[F:12][C:13]1[CH:26]=[CH:25][CH:24]=[C:23]([F:27])[C:14]=1[O:15][C:16]1[CH:21]=[CH:20][N:19]=[C:18]([NH:22][C:9]2[S:10][C:2]3[C:7]([N:8]=2)=[CH:6][CH:5]=[C:4]([CH3:11])[N:3]=3)[CH:17]=1. (8) Given the reactants Cl[CH2:2][C:3]([N:5]1[C:13]2[C:8](=[CH:9][C:10]([O:14][CH2:15][C:16]3[S:17][C:18]([C:27]([F:30])([F:29])[F:28])=[C:19]([C:21]4[CH:26]=[CH:25][CH:24]=[CH:23][CH:22]=4)[CH:20]=3)=[CH:11][CH:12]=2)[CH2:7][CH2:6]1)=[O:4].CC[N:33]([CH:37]([CH3:39])[CH3:38])C(C)C, predict the reaction product. The product is: [CH:37]1([NH:33][CH2:2][C:3]([N:5]2[C:13]3[C:8](=[CH:9][C:10]([O:14][CH2:15][C:16]4[S:17][C:18]([C:27]([F:30])([F:29])[F:28])=[C:19]([C:21]5[CH:26]=[CH:25][CH:24]=[CH:23][CH:22]=5)[CH:20]=4)=[CH:11][CH:12]=3)[CH2:7][CH2:6]2)=[O:4])[CH2:39][CH2:38]1. (9) Given the reactants [H-].[Na+].C(OP([CH2:11][C:12]([O:14][CH2:15][CH3:16])=[O:13])(OCC)=O)C.[CH2:17]([O:21][C:22]1[CH:45]=[C:44]([O:46][CH2:47][CH:48]([CH3:50])[CH3:49])[CH:43]=[CH:42][C:23]=1[C:24]([C:26]1[CH:27]=[CH:28][C:29]([O:37][CH2:38][CH:39]([CH3:41])[CH3:40])=[C:30]([CH2:32][CH2:33][C:34]([OH:36])=[O:35])[CH:31]=1)=O)[CH:18]([CH3:20])[CH3:19].C(OCC)(=O)C, predict the reaction product. The product is: [CH2:17]([O:21][C:22]1[CH:45]=[C:44]([O:46][CH2:47][CH:48]([CH3:49])[CH3:50])[CH:43]=[CH:42][C:23]=1[C:24]([C:26]1[CH:27]=[CH:28][C:29]([O:37][CH2:38][CH:39]([CH3:41])[CH3:40])=[C:30]([CH2:32][CH2:33][C:34]([OH:36])=[O:35])[CH:31]=1)=[CH:11][C:12]([O:14][CH2:15][CH3:16])=[O:13])[CH:18]([CH3:20])[CH3:19].